Dataset: Forward reaction prediction with 1.9M reactions from USPTO patents (1976-2016). Task: Predict the product of the given reaction. (1) Given the reactants N1C=CN=C1.[I:6][C:7]1[C:8](=[O:23])[NH:9][C:10](=[O:22])[N:11]([CH:21]=1)[C@@H:12]1[O:20][C@H:17]([CH2:18][OH:19])[C@@H:15]([OH:16])[C@H:13]1[OH:14].[C:24]([Si:28]([CH3:31])([CH3:30])Cl)([CH3:27])([CH3:26])[CH3:25].Cl, predict the reaction product. The product is: [Si:28]([O:19][CH2:18][C@H:17]1[O:20][C@@H:12]([N:11]2[CH:21]=[C:7]([I:6])[C:8](=[O:23])[NH:9][C:10]2=[O:22])[C@H:13]([OH:14])[C@@H:15]1[OH:16])([C:24]([CH3:27])([CH3:26])[CH3:25])([CH3:31])[CH3:30]. (2) Given the reactants [CH:1]([CH:14]1[CH2:19][CH2:18][CH:17]=[CH:16][O:15]1)([C:8]1[CH:13]=[CH:12][CH:11]=[CH:10][CH:9]=1)[C:2]1[CH:7]=[CH:6][CH:5]=[CH:4][CH:3]=1.[OH-:20].[Na+].OO, predict the reaction product. The product is: [CH:1]([C@@H:14]1[O:15][CH2:16][C@@H:17]([OH:20])[CH2:18][CH2:19]1)([C:8]1[CH:9]=[CH:10][CH:11]=[CH:12][CH:13]=1)[C:2]1[CH:7]=[CH:6][CH:5]=[CH:4][CH:3]=1. (3) Given the reactants I[C:2]1[CH:3]=[N:4][N:5]2[CH2:10][CH2:9][N:8]([C:11](OC(C)(C)C)=O)[CH2:7][C:6]=12.[NH:18]1[CH2:22][CH2:21][CH2:20][CH:19]1[CH2:23][OH:24].N1CCC[C@H]1C(O)=O.C([O-])([O-])=O.[K+].[K+], predict the reaction product. The product is: [CH3:11][N:8]1[CH2:9][CH2:10][N:5]2[N:4]=[CH:3][C:2]([N:18]3[CH2:22][CH2:21][CH2:20][CH:19]3[CH2:23][OH:24])=[C:6]2[CH2:7]1.